From a dataset of Full USPTO retrosynthesis dataset with 1.9M reactions from patents (1976-2016). Predict the reactants needed to synthesize the given product. Given the product [CH:1]([O:4][C:5]([N:7]1[CH2:12][CH2:11][CH:10]([CH:13]([O:15][C:24]2[CH:25]=[CH:26][C:21]([Br:20])=[CH:22][CH:23]=2)[CH3:14])[CH2:9][CH2:8]1)=[O:6])([CH3:3])[CH3:2], predict the reactants needed to synthesize it. The reactants are: [CH:1]([O:4][C:5]([N:7]1[CH2:12][CH2:11][CH:10]([CH:13]([O:15]S(C)(=O)=O)[CH3:14])[CH2:9][CH2:8]1)=[O:6])([CH3:3])[CH3:2].[Br:20][C:21]1[CH:26]=[CH:25][C:24](O)=[CH:23][CH:22]=1.